Dataset: Peptide-MHC class II binding affinity with 134,281 pairs from IEDB. Task: Regression. Given a peptide amino acid sequence and an MHC pseudo amino acid sequence, predict their binding affinity value. This is MHC class II binding data. (1) The peptide sequence is MGDDHFWAVRGGGGE. The MHC is DRB1_1501 with pseudo-sequence DRB1_1501. The binding affinity (normalized) is 0.426. (2) The peptide sequence is DKLTGPFTVRYTTEG. The MHC is HLA-DPA10201-DPB10101 with pseudo-sequence HLA-DPA10201-DPB10101. The binding affinity (normalized) is 0.0995. (3) The peptide sequence is IANIFTPLVQPVGAL. The binding affinity (normalized) is 0.335. The MHC is DRB1_0701 with pseudo-sequence DRB1_0701. (4) The peptide sequence is VFIPNYNVSVAEVLI. The MHC is HLA-DQA10501-DQB10301 with pseudo-sequence HLA-DQA10501-DQB10301. The binding affinity (normalized) is 0.203. (5) The peptide sequence is VASLLTTAEVVVTEI. The MHC is DRB1_0401 with pseudo-sequence DRB1_0401. The binding affinity (normalized) is 0.176. (6) The peptide sequence is VAVSEGKPTEKHIQI. The MHC is DRB1_0401 with pseudo-sequence DRB1_0401. The binding affinity (normalized) is 0.113. (7) The MHC is DRB1_0101 with pseudo-sequence DRB1_0101. The peptide sequence is TPLVQPVGALDVSAS. The binding affinity (normalized) is 0.779.